Dataset: Forward reaction prediction with 1.9M reactions from USPTO patents (1976-2016). Task: Predict the product of the given reaction. (1) Given the reactants [F:1][C:2]1[CH:8]=[C:7]([I:9])[CH:6]=[CH:5][C:3]=1[NH2:4].[Li+].CC([N-]C(C)C)C.Cl[C:19]1[C:20]([C:28]([OH:30])=[O:29])=[CH:21][N:22]([CH3:27])[C:23](=[O:26])[C:24]=1[CH3:25], predict the reaction product. The product is: [F:1][C:2]1[CH:8]=[C:7]([I:9])[CH:6]=[CH:5][C:3]=1[NH:4][C:19]1[C:20]([C:28]([OH:30])=[O:29])=[CH:21][N:22]([CH3:27])[C:23](=[O:26])[C:24]=1[CH3:25]. (2) Given the reactants CN(C=O)C.C(Cl)(=O)C(Cl)=O.[CH2:12]([O:19][CH2:20][C@@H:21]([O:33][C:34]1[C:35]([F:44])=[C:36]([C:40]([F:43])=[CH:41][CH:42]=1)[C:37]([NH2:39])=O)[C:22]([NH:24][C:25]1[C:26]([Cl:32])=[N:27][CH:28]=[C:29]([Cl:31])[CH:30]=1)=[O:23])[C:13]1[CH:18]=[CH:17][CH:16]=[CH:15][CH:14]=1.O, predict the reaction product. The product is: [CH2:12]([O:19][CH2:20][C@@H:21]([O:33][C:34]1[CH:42]=[CH:41][C:40]([F:43])=[C:36]([C:37]#[N:39])[C:35]=1[F:44])[C:22]([NH:24][C:25]1[C:26]([Cl:32])=[N:27][CH:28]=[C:29]([Cl:31])[CH:30]=1)=[O:23])[C:13]1[CH:14]=[CH:15][CH:16]=[CH:17][CH:18]=1. (3) Given the reactants C([O:3][C:4](=[O:34])[CH2:5][N:6]([S:28]([N:31]([CH3:33])[CH3:32])(=[O:30])=[O:29])[CH2:7][C:8]1[CH:13]=[CH:12][CH:11]=[C:10]([O:14][CH2:15][C:16]2[N:17]=[C:18]([C:22]3[CH:27]=[CH:26][CH:25]=[CH:24][CH:23]=3)[O:19][C:20]=2[CH3:21])[CH:9]=1)C, predict the reaction product. The product is: [CH3:32][N:31]([S:28]([N:6]([CH2:5][C:4]([OH:34])=[O:3])[CH2:7][C:8]1[CH:13]=[CH:12][CH:11]=[C:10]([O:14][CH2:15][C:16]2[N:17]=[C:18]([C:22]3[CH:27]=[CH:26][CH:25]=[CH:24][CH:23]=3)[O:19][C:20]=2[CH3:21])[CH:9]=1)(=[O:29])=[O:30])[CH3:33]. (4) Given the reactants [F:1][C:2]1[CH:7]=[CH:6][C:5]([CH2:8][C:9]#[N:10])=[CH:4][CH:3]=1.Cl[CH2:12][CH2:13][N:14]([CH2:22][CH2:23]Cl)[C:15](=[O:21])[O:16][C:17]([CH3:20])([CH3:19])[CH3:18].[H-].[Na+], predict the reaction product. The product is: [C:9]([C:8]1([C:5]2[CH:6]=[CH:7][C:2]([F:1])=[CH:3][CH:4]=2)[CH2:23][CH2:22][N:14]([C:15]([O:16][C:17]([CH3:19])([CH3:18])[CH3:20])=[O:21])[CH2:13][CH2:12]1)#[N:10]. (5) Given the reactants C(O[C:6](=O)[NH:7][CH2:8][C:9]([N:11]1[CH2:15][CH2:14][CH2:13][CH:12]1[C:16]#[N:17])=[O:10])(C)(C)C.FC(F)(F)C(O)=O.C(N(CC)CC)C.[CH3:33][N:34]([CH3:47])[C:35](=[O:46])[O:36][CH:37]1[CH2:44][CH:43]2[CH:39]([CH2:40]C(=O)[CH2:42]2)[CH2:38]1.C(O[BH-](OC(=O)C)OC(=O)C)(=O)C.[Na+], predict the reaction product. The product is: [CH3:47][N:34]([CH3:33])[C:35](=[O:46])[O:36][CH:37]1[CH2:44][CH:43]2[CH:39]([CH2:40][CH:6]([NH:7][CH2:8][C:9]([N:11]3[CH2:15][CH2:14][CH2:13][CH:12]3[C:16]#[N:17])=[O:10])[CH2:42]2)[CH2:38]1. (6) Given the reactants Cl[C:2]1[CH:7]=[CH:6][CH:5]=[C:4]([N+:8]([O-:10])=[O:9])[C:3]=1[S:11]([NH2:14])(=[O:13])=[O:12].CS(C)=O.[CH2:19]([NH:21][CH2:22]C)C.[F-].[K+], predict the reaction product. The product is: [CH3:19][N:21]([CH3:22])[C:2]1[CH:7]=[CH:6][CH:5]=[C:4]([N+:8]([O-:10])=[O:9])[C:3]=1[S:11]([NH2:14])(=[O:13])=[O:12]. (7) Given the reactants [CH2:1]([O:3][C:4](=[O:24])[CH2:5][O:6][C:7]1[CH:16]=[CH:15][CH:14]=[C:13]2[C:8]=1[CH2:9][CH2:10][N:11](C(OC(C)(C)C)=O)[CH2:12]2)[CH3:2], predict the reaction product. The product is: [CH2:12]1[C:13]2[C:8](=[C:7]([O:6][CH2:5][C:4]([O:3][CH2:1][CH3:2])=[O:24])[CH:16]=[CH:15][CH:14]=2)[CH2:9][CH2:10][NH:11]1.